Regression. Given two drug SMILES strings and cell line genomic features, predict the synergy score measuring deviation from expected non-interaction effect. From a dataset of NCI-60 drug combinations with 297,098 pairs across 59 cell lines. (1) Drug 1: CC1=C(C=C(C=C1)C(=O)NC2=CC(=CC(=C2)C(F)(F)F)N3C=C(N=C3)C)NC4=NC=CC(=N4)C5=CN=CC=C5. Drug 2: CN(C(=O)NC(C=O)C(C(C(CO)O)O)O)N=O. Cell line: UO-31. Synergy scores: CSS=-2.02, Synergy_ZIP=2.47, Synergy_Bliss=1.54, Synergy_Loewe=-0.546, Synergy_HSA=-2.40. (2) Drug 1: CC1=C(C=C(C=C1)NC(=O)C2=CC=C(C=C2)CN3CCN(CC3)C)NC4=NC=CC(=N4)C5=CN=CC=C5. Drug 2: C1CNP(=O)(OC1)N(CCCl)CCCl. Cell line: NCI-H522. Synergy scores: CSS=-1.26, Synergy_ZIP=-0.318, Synergy_Bliss=-1.18, Synergy_Loewe=-3.79, Synergy_HSA=-2.52. (3) Drug 1: C1CCN(CC1)CCOC2=CC=C(C=C2)C(=O)C3=C(SC4=C3C=CC(=C4)O)C5=CC=C(C=C5)O. Drug 2: CN1CCC(CC1)COC2=C(C=C3C(=C2)N=CN=C3NC4=C(C=C(C=C4)Br)F)OC. Cell line: IGROV1. Synergy scores: CSS=40.9, Synergy_ZIP=-1.41, Synergy_Bliss=0.947, Synergy_Loewe=-14.9, Synergy_HSA=0.429. (4) Drug 1: CC1CCC2CC(C(=CC=CC=CC(CC(C(=O)C(C(C(=CC(C(=O)CC(OC(=O)C3CCCCN3C(=O)C(=O)C1(O2)O)C(C)CC4CCC(C(C4)OC)O)C)C)O)OC)C)C)C)OC. Drug 2: CN(C(=O)NC(C=O)C(C(C(CO)O)O)O)N=O. Cell line: HL-60(TB). Synergy scores: CSS=11.4, Synergy_ZIP=-3.02, Synergy_Bliss=-0.762, Synergy_Loewe=-7.27, Synergy_HSA=1.45. (5) Drug 1: CN1C(=O)N2C=NC(=C2N=N1)C(=O)N. Drug 2: CN1C2=C(C=C(C=C2)N(CCCl)CCCl)N=C1CCCC(=O)O.Cl. Cell line: COLO 205. Synergy scores: CSS=0.638, Synergy_ZIP=0.425, Synergy_Bliss=2.70, Synergy_Loewe=-0.0810, Synergy_HSA=0.706. (6) Drug 1: CCCS(=O)(=O)NC1=C(C(=C(C=C1)F)C(=O)C2=CNC3=C2C=C(C=N3)C4=CC=C(C=C4)Cl)F. Drug 2: COC1=C2C(=CC3=C1OC=C3)C=CC(=O)O2. Cell line: SK-MEL-28. Synergy scores: CSS=25.0, Synergy_ZIP=1.73, Synergy_Bliss=1.74, Synergy_Loewe=-25.5, Synergy_HSA=-0.585.